From a dataset of Peptide-MHC class I binding affinity with 185,985 pairs from IEDB/IMGT. Regression. Given a peptide amino acid sequence and an MHC pseudo amino acid sequence, predict their binding affinity value. This is MHC class I binding data. (1) The peptide sequence is RQQAIVDLL. The MHC is BoLA-HD6 with pseudo-sequence BoLA-HD6. The binding affinity (normalized) is 1.00. (2) The peptide sequence is ILNRKAIDF. The MHC is HLA-A24:03 with pseudo-sequence HLA-A24:03. The binding affinity (normalized) is 0.0847. (3) The peptide sequence is FDWILGWTI. The MHC is HLA-B45:01 with pseudo-sequence HLA-B45:01. The binding affinity (normalized) is 0.252. (4) The MHC is HLA-A26:01 with pseudo-sequence HLA-A26:01. The binding affinity (normalized) is 0.156. The peptide sequence is TLFIGSHVV. (5) The peptide sequence is MMWEINGPK. The MHC is HLA-A02:12 with pseudo-sequence HLA-A02:12. The binding affinity (normalized) is 0.0847. (6) The peptide sequence is VLFIHPLDA. The MHC is HLA-A02:16 with pseudo-sequence HLA-A02:16. The binding affinity (normalized) is 0.750. (7) The peptide sequence is KMFTFWYMR. The MHC is HLA-A03:01 with pseudo-sequence HLA-A03:01. The binding affinity (normalized) is 0.449.